Dataset: Catalyst prediction with 721,799 reactions and 888 catalyst types from USPTO. Task: Predict which catalyst facilitates the given reaction. (1) Reactant: [C:1]([C:3]1[CH:4]=[C:5]([C:9]2[CH:10]=[C:11]([CH:16]=[C:17]([CH:19]=O)[CH:18]=2)[C:12]([O:14][CH3:15])=[O:13])[CH:6]=[CH:7][CH:8]=1)#[N:2].[NH2:21][CH2:22][CH:23]1[CH2:28][CH2:27][NH:26][CH2:25][CH2:24]1. Product: [C:1]([C:3]1[CH:4]=[C:5]([C:9]2[CH:10]=[C:11]([CH:16]=[C:17]([CH2:19][NH:21][CH2:22][CH:23]3[CH2:28][CH2:27][NH:26][CH2:25][CH2:24]3)[CH:18]=2)[C:12]([O:14][CH3:15])=[O:13])[CH:6]=[CH:7][CH:8]=1)#[N:2]. The catalyst class is: 11. (2) Reactant: C([Li])CCC.[CH2:6]([O:13][C:14]1[C:19]([CH3:20])=[CH:18][C:17](Br)=[CH:16][C:15]=1[CH3:22])[C:7]1[CH:12]=[CH:11][CH:10]=[CH:9][CH:8]=1.CON(C)[C:26]([C:28]1[CH:33]=[C:32]([Cl:34])[N:31]=[CH:30][N:29]=1)=[O:27].C(=O)([O-])O.[Na+]. Product: [CH2:6]([O:13][C:14]1[C:19]([CH3:20])=[CH:18][C:17]([C:26]([C:28]2[CH:33]=[C:32]([Cl:34])[N:31]=[CH:30][N:29]=2)=[O:27])=[CH:16][C:15]=1[CH3:22])[C:7]1[CH:12]=[CH:11][CH:10]=[CH:9][CH:8]=1. The catalyst class is: 1. (3) Reactant: [CH2:1]([C@@:4]1([C:20]2[CH:25]=[CH:24][CH:23]=[CH:22][CH:21]=2)[O:9][C:8](=[O:10])[N:7]([C@H:11]([C:13]2[CH:18]=[CH:17][C:16](Br)=[CH:15][CH:14]=2)[CH3:12])[CH2:6][CH2:5]1)[CH:2]=[CH2:3].[NH2:26][C:27]1[N:32]=[CH:31][C:30](B(O)O)=[CH:29][CH:28]=1.C([O-])([O-])=O.[Cs+].[Cs+]. Product: [CH2:1]([C@@:4]1([C:20]2[CH:25]=[CH:24][CH:23]=[CH:22][CH:21]=2)[O:9][C:8](=[O:10])[N:7]([C@H:11]([C:13]2[CH:18]=[CH:17][C:16]([C:30]3[CH:31]=[N:32][C:27]([NH2:26])=[CH:28][CH:29]=3)=[CH:15][CH:14]=2)[CH3:12])[CH2:6][CH2:5]1)[CH:2]=[CH2:3]. The catalyst class is: 184. (4) Reactant: F[C:2]1[CH:7]=[CH:6][C:5]([N+:8]([O-:10])=[O:9])=[C:4]([O:11][CH3:12])[CH:3]=1.[CH2:13]1[NH:18][CH2:17][CH2:16][N:15]2[CH2:19][CH2:20][CH2:21][CH:14]12.C(=O)([O-])[O-].[K+].[K+].O. Product: [CH3:12][O:11][C:4]1[CH:3]=[C:2]([N:18]2[CH2:17][CH2:16][N:15]3[CH2:19][CH2:20][CH2:21][CH:14]3[CH2:13]2)[CH:7]=[CH:6][C:5]=1[N+:8]([O-:10])=[O:9]. The catalyst class is: 44. (5) Reactant: [Cu][C:2]#[N:3].C(ON=O)(C)(C)C.[Cl:11][C:12]1[CH:18]=[C:17]([N+:19]([O-:21])=[O:20])[CH:16]=[C:15]([CH3:22])[C:13]=1N. Product: [Cl:11][C:12]1[CH:18]=[C:17]([N+:19]([O-:21])=[O:20])[CH:16]=[C:15]([CH3:22])[C:13]=1[C:2]#[N:3]. The catalyst class is: 23. (6) Reactant: C([O:8][C:9]1[CH:10]=[C:11]([CH2:15][CH2:16][NH:17][C:18](=[O:24])[O:19][C:20]([CH3:23])([CH3:22])[CH3:21])[CH:12]=[CH:13][CH:14]=1)C1C=CC=CC=1. Product: [OH:8][C:9]1[CH:10]=[C:11]([CH2:15][CH2:16][NH:17][C:18](=[O:24])[O:19][C:20]([CH3:22])([CH3:21])[CH3:23])[CH:12]=[CH:13][CH:14]=1. The catalyst class is: 19. (7) Reactant: [N:1]1[CH:6]=[CH:5][CH:4]=[C:3]([CH:7]([OH:10])[CH2:8][OH:9])[CH:2]=1.Cl. Product: [NH:1]1[CH2:6][CH2:5][CH2:4][CH:3]([CH:7]([OH:10])[CH2:8][OH:9])[CH2:2]1. The catalyst class is: 867.